This data is from Human liver microsome stability data. The task is: Regression/Classification. Given a drug SMILES string, predict its absorption, distribution, metabolism, or excretion properties. Task type varies by dataset: regression for continuous measurements (e.g., permeability, clearance, half-life) or binary classification for categorical outcomes (e.g., BBB penetration, CYP inhibition). Dataset: hlm. (1) The drug is Cc1cc(CCC#N)cc(C)c1Oc1cc(Nc2ccc(C#N)cc2)c(N)cc1C(=O)NC1CC1. The result is 0 (unstable in human liver microsomes). (2) The compound is CC1=C2C[C@H]3[C@@H](CC[C@@H]4Cc5nn(C)cc5C[C@@]43C)[C@@H]2CC[C@@]2(C1)O[C@@H]1C[C@H](C)CN[C@H]1[C@H]2C. The result is 0 (unstable in human liver microsomes).